From a dataset of Full USPTO retrosynthesis dataset with 1.9M reactions from patents (1976-2016). Predict the reactants needed to synthesize the given product. (1) The reactants are: [CH2:1]([NH:3][C:4]([C:6]1[N:11]2[N:12]=[C:13]([NH:15][C:16]([NH:18][CH2:19][CH3:20])=[O:17])[N:14]=[C:10]2[CH:9]=[C:8](Br)[CH:7]=1)=[O:5])[CH3:2].[N:22]1[CH:27]=[CH:26][CH:25]=[C:24](B(O)O)[CH:23]=1.C(=O)([O-])[O-].[Na+].[Na+].COCCOC.O.C(O)C. Given the product [CH2:1]([NH:3][C:4]([C:6]1[N:11]2[N:12]=[C:13]([NH:15][C:16]([NH:18][CH2:19][CH3:20])=[O:17])[N:14]=[C:10]2[CH:9]=[C:8]([C:24]2[CH:23]=[N:22][CH:27]=[CH:26][CH:25]=2)[CH:7]=1)=[O:5])[CH3:2], predict the reactants needed to synthesize it. (2) Given the product [CH:24]1([C:21]2[NH:22][N:23]=[C:19]([NH:18][C:3]3[C:2]([C:28]#[N:29])=[CH:7][N:6]=[C:5]([NH:8][C@H:9]([C:11]4[CH:16]=[CH:15][C:14]([F:17])=[CH:13][CH:12]=4)[CH3:10])[N:4]=3)[CH:20]=2)[CH2:26][CH2:25]1, predict the reactants needed to synthesize it. The reactants are: Br[C:2]1[C:3]([NH:18][C:19]2[NH:23][N:22]=[C:21]([CH:24]3[CH2:26][CH2:25]3)[CH:20]=2)=[N:4][C:5]([NH:8][C@H:9]([C:11]2[CH:16]=[CH:15][C:14]([F:17])=[CH:13][CH:12]=2)[CH3:10])=[N:6][CH:7]=1.[Cu][C:28]#[N:29]. (3) Given the product [CH3:46][N:45]([CH3:47])[CH2:44][C:43]([NH:42][C:36]1[CH:37]=[CH:38][C:39]([O:40][CH3:41])=[C:34]([NH:33][C:3]2[N:16]=[C:7]([NH:8][C:9]3[CH:10]=[CH:11][CH:12]=[C:13]([F:18])[C:14]=3[C:15]([NH2:49])=[O:17])[C:6]3[CH:19]=[CH:20][N:21]([S:22]([C:25]4[CH:30]=[CH:29][C:28]([CH3:31])=[CH:27][CH:26]=4)(=[O:24])=[O:23])[C:5]=3[N:4]=2)[CH:35]=1)=[O:48], predict the reactants needed to synthesize it. The reactants are: Cl.Cl[C:3]1[N:16]2[C:7](=[N:8][C:9]3[C:14]([C:15]2=[O:17])=[C:13]([F:18])[CH:12]=[CH:11][CH:10]=3)[C:6]2[CH:19]=[CH:20][N:21]([S:22]([C:25]3[CH:30]=[CH:29][C:28]([CH3:31])=[CH:27][CH:26]=3)(=[O:24])=[O:23])[C:5]=2[N:4]=1.Cl.[NH2:33][C:34]1[CH:35]=[C:36]([NH:42][C:43](=[O:48])[CH2:44][N:45]([CH3:47])[CH3:46])[CH:37]=[CH:38][C:39]=1[O:40][CH3:41].[NH4+:49].[OH-].C(Cl)(Cl)Cl. (4) Given the product [CH:13]1[C:9]2[CH:10]=[CH:11][C:12]3[CH:2]=[CH:3][CH:4]=[CH:5][C:6]=3[C:7](=[C:17]3[CH2:18][CH2:19][N:20]([C:23](=[O:26])[CH2:24][NH:25][C:38]([CH2:36][C@H:35]4[CH2:34][C:32]4([CH3:33])[CH3:43])=[O:39])[CH2:21][CH2:22]3)[C:8]=2[CH:16]=[CH:15][CH:14]=1, predict the reactants needed to synthesize it. The reactants are: Cl.[CH:2]1[C:12]2[CH:11]=[CH:10][C:9]3[CH:13]=[CH:14][CH:15]=[CH:16][C:8]=3[C:7](=[C:17]3[CH2:22][CH2:21][N:20]([C:23](=[O:26])[CH2:24][NH2:25])[CH2:19][CH2:18]3)[C:6]=2[CH:5]=[CH:4][CH:3]=1.C(N([CH2:32][CH3:33])CC)C.[CH3:34][C:35]1(C)C[C@@H:36]1[C:38](Cl)=[O:39].Cl[CH2:43]Cl. (5) Given the product [CH2:12]([O:11][CH:4]([O:3][CH2:1][CH3:2])[CH2:5][C:6]([OH:8])=[O:7])[CH3:13], predict the reactants needed to synthesize it. The reactants are: [CH2:1]([O:3][CH:4]([O:11][CH2:12][CH3:13])[CH2:5][C:6]([O:8]CC)=[O:7])[CH3:2].[OH-].[Na+].Cl. (6) Given the product [Cl:19][C:20]1[CH:27]=[C:26]([N:28]([CH2:29][C:30]2[CH:31]=[CH:32][C:33]([O:36][C:37]([F:38])([F:39])[F:40])=[CH:34][CH:35]=2)[C:5](=[O:7])[CH2:4][O:3][CH2:1][CH3:2])[CH:25]=[C:22]([C:23]#[N:24])[CH:21]=1, predict the reactants needed to synthesize it. The reactants are: [CH2:1]([O:3][CH2:4][C:5]([OH:7])=O)[CH3:2].C(Cl)(=O)C(Cl)=O.CN(C=O)C.[Cl:19][C:20]1[CH:21]=[C:22]([CH:25]=[C:26]([NH:28][CH2:29][C:30]2[CH:35]=[CH:34][C:33]([O:36][C:37]([F:40])([F:39])[F:38])=[CH:32][CH:31]=2)[CH:27]=1)[C:23]#[N:24]. (7) Given the product [Br:10][C:8]1[CH:7]=[C:6]([N+:11]([O-:13])=[O:12])[C:5]([O:14][CH2:15][CH2:16][C:17]([F:20])([F:18])[F:19])=[C:4]([CH2:1][CH:2]2[CH2:23][CH2:3]2)[CH:9]=1, predict the reactants needed to synthesize it. The reactants are: [CH2:1]([C:4]1[CH:9]=[C:8]([Br:10])[CH:7]=[C:6]([N+:11]([O-:13])=[O:12])[C:5]=1[O:14][CH2:15][CH2:16][C:17]([F:20])([F:19])[F:18])[CH:2]=[CH2:3].[N+](=[CH2:23])=[N-].N(N(C)C(N)=O)=O.[OH-].[K+].